This data is from Peptide-MHC class I binding affinity with 185,985 pairs from IEDB/IMGT. The task is: Regression. Given a peptide amino acid sequence and an MHC pseudo amino acid sequence, predict their binding affinity value. This is MHC class I binding data. (1) The peptide sequence is SHDTIGPYY. The MHC is HLA-B27:05 with pseudo-sequence HLA-B27:05. The binding affinity (normalized) is 0.0847. (2) The peptide sequence is VWAPLILAYFPVF. The MHC is HLA-A23:01 with pseudo-sequence HLA-A23:01. The binding affinity (normalized) is 0.534. (3) The peptide sequence is TGINENYAK. The MHC is HLA-A33:01 with pseudo-sequence HLA-A33:01. The binding affinity (normalized) is 0. (4) The peptide sequence is RYVLMDGSI. The MHC is HLA-A29:02 with pseudo-sequence HLA-A29:02. The binding affinity (normalized) is 0.286. (5) The peptide sequence is VLWAHGFEL. The MHC is HLA-B08:01 with pseudo-sequence HLA-B08:01. The binding affinity (normalized) is 0.254. (6) The peptide sequence is YYLIKYLHV. The MHC is HLA-B15:01 with pseudo-sequence HLA-B15:01. The binding affinity (normalized) is 0.0847. (7) The peptide sequence is DPKKTGGPI. The MHC is HLA-A31:01 with pseudo-sequence HLA-A31:01. The binding affinity (normalized) is 0.0847.